From a dataset of Catalyst prediction with 721,799 reactions and 888 catalyst types from USPTO. Predict which catalyst facilitates the given reaction. (1) Reactant: [CH3:1][N:2]1[C:7]2=[CH:8][N:9]([C:17]3[CH:18]=[C:19]([CH:25]=[CH:26][C:27]=3[OH:28])[C:20]([O:22][CH2:23][CH3:24])=[O:21])[C:10]([C:11]3[CH:16]=[CH:15][CH:14]=[CH:13][CH:12]=3)=[C:6]2[C:5](=[O:29])[N:4]([CH3:30])[C:3]1=[O:31].[Br:32][C:33]1[O:39][C:36]([CH:37]=O)=[CH:35][CH:34]=1.C(O)(C(F)(F)F)=O.N1C=CC=C1. Product: [Br:32][C:33]1[O:39][C:36]([CH:37]2[O:28][C:27]3[CH:26]=[CH:25][C:19]([C:20]([O:22][CH2:23][CH3:24])=[O:21])=[CH:18][C:17]=3[N:9]3[C:10]([C:11]4[CH:16]=[CH:15][CH:14]=[CH:13][CH:12]=4)=[C:6]4[C:5](=[O:29])[N:4]([CH3:30])[C:3](=[O:31])[N:2]([CH3:1])[C:7]4=[C:8]23)=[CH:35][CH:34]=1. The catalyst class is: 408. (2) Reactant: [CH2:1]([O:3][C:4](=[O:20])[CH2:5][C:6]1[CH2:11][CH2:10][CH2:9][CH2:8][C:7]=1[C:12]1[CH:17]=[CH:16][CH:15]=[C:14]([O:18][CH3:19])[CH:13]=1)[CH3:2].C(O)C. Product: [CH2:1]([O:3][C:4](=[O:20])[CH2:5][CH:6]1[CH2:11][CH2:10][CH2:9][CH2:8][CH:7]1[C:12]1[CH:17]=[CH:16][CH:15]=[C:14]([O:18][CH3:19])[CH:13]=1)[CH3:2]. The catalyst class is: 304.